Dataset: Reaction yield outcomes from USPTO patents with 853,638 reactions. Task: Predict the reaction yield, written as a fraction of the theoretical maximum amount of product (1.0 means a 100% yield; for example, 0.34 means a 34% yield). (1) The reactants are [NH2:1][OH:2].[F:3][C:4]1[CH:5]=[CH:6][C:7]([O:12][CH3:13])=[C:8]([CH:11]=1)[C:9]#[N:10]. The catalyst is CCO. The product is [F:3][C:4]1[CH:5]=[CH:6][C:7]([O:12][CH3:13])=[C:8]([C:9](=[N:1][OH:2])[NH2:10])[CH:11]=1. The yield is 1.00. (2) The reactants are [C:1]([O:4][CH2:5][C@@H:6]1[C@@H:13]2[C@@H:9]([O:10][C:11]([CH3:15])([CH3:14])[O:12]2)[C@H:8]([N:16]2[CH:24]=[N:23][C:22]3[C:17]2=[N:18][CH:19]=[N:20][C:21]=3Br)[O:7]1)(=[O:3])[CH3:2].[N:26]1([C:31]2[CH:32]=[C:33](B(O)O)[CH:34]=[CH:35][CH:36]=2)[CH:30]=[CH:29][CH:28]=[N:27]1.P([O-])([O-])([O-])=O.[K+].[K+].[K+].ClCCl. The catalyst is C1C=CC(P(C2C=CC=CC=2)[C-]2C=CC=C2)=CC=1.C1C=CC(P(C2C=CC=CC=2)[C-]2C=CC=C2)=CC=1.Cl[Pd]Cl.[Fe+2]. The product is [C:1]([O:4][CH2:5][C@@H:6]1[C@@H:13]2[C@@H:9]([O:10][C:11]([CH3:15])([CH3:14])[O:12]2)[C@H:8]([N:16]2[CH:24]=[N:23][C:22]3[C:17]2=[N:18][CH:19]=[N:20][C:21]=3[C:35]2[CH:34]=[CH:33][CH:32]=[C:31]([N:26]3[CH:30]=[CH:29][CH:28]=[N:27]3)[CH:36]=2)[O:7]1)(=[O:3])[CH3:2]. The yield is 0.530. (3) The reactants are [C:1]([O:5][NH:6][C:7]1[CH:12]=[CH:11][CH:10]=[CH:9][C:8]=1[NH:13][C:14](=[O:31])[C:15]1[CH:20]=[CH:19][C:18]([C:21]2[N:26]=[C:25](S(C)(=O)=O)[N:24]=[CH:23][CH:22]=2)=[CH:17][CH:16]=1)([CH3:4])([CH3:3])[CH3:2].NCCC[N:36]1[CH2:41][CH2:40][O:39][CH2:38][CH2:37]1. The catalyst is C1COCC1.CN(C)C(=O)C. The product is [C:1]([O:5][NH:6][C:7]1[CH:12]=[CH:11][CH:10]=[CH:9][C:8]=1[NH:13][C:14](=[O:31])[C:15]1[CH:20]=[CH:19][C:18]([C:21]2[N:26]=[C:25]([CH2:9][CH2:8][CH2:7][NH:6][N:36]3[CH2:37][CH2:38][O:39][CH2:40][CH2:41]3)[N:24]=[CH:23][CH:22]=2)=[CH:17][CH:16]=1)([CH3:4])([CH3:3])[CH3:2]. The yield is 0.920. (4) The reactants are Br[C:2]1[CH:3]=[CH:4][C:5]([O:8][CH:9]2[CH2:14][O:13][C:12]3=[N:15][C:16]([N+:18]([O-:20])=[O:19])=[CH:17][N:11]3[CH2:10]2)=[N:6][CH:7]=1.[F:21][C:22]1[CH:23]=[C:24]([N:38]2[CH2:42][CH:41]([CH2:43][NH:44][C:45](=[O:47])[CH3:46])[O:40][C:39]2=[O:48])[CH:25]=[C:26]([F:37])[C:27]=1B1OC(C)(C)C(C)(C)O1.C([O-])([O-])=O.[K+].[K+]. The catalyst is CN(C=O)C.O.C1C=CC([P]([Pd]([P](C2C=CC=CC=2)(C2C=CC=CC=2)C2C=CC=CC=2)([P](C2C=CC=CC=2)(C2C=CC=CC=2)C2C=CC=CC=2)[P](C2C=CC=CC=2)(C2C=CC=CC=2)C2C=CC=CC=2)(C2C=CC=CC=2)C2C=CC=CC=2)=CC=1. The product is [F:21][C:22]1[CH:23]=[C:24]([N:38]2[CH2:42][CH:41]([CH2:43][NH:44][C:45](=[O:47])[CH3:46])[O:40][C:39]2=[O:48])[CH:25]=[C:26]([F:37])[C:27]=1[C:2]1[CH:7]=[N:6][C:5]([O:8][CH:9]2[CH2:14][O:13][C:12]3=[N:15][C:16]([N+:18]([O-:20])=[O:19])=[CH:17][N:11]3[CH2:10]2)=[CH:4][CH:3]=1. The yield is 0.430. (5) The reactants are Cl[C:2]1[CH:3]=[N:4][CH:5]=[C:6]([Cl:17])[C:7]=1[N:8]1[CH2:13][CH2:12][CH:11]([C:14]([NH2:16])=[O:15])[CH2:10][CH2:9]1.[NH:18]1[C:22](B2OC(C)(C)C(C)(C)O2)=[CH:21][CH:20]=[N:19]1.C(=O)([O-])[O-].[Na+].[Na+]. The catalyst is C1C=CC([P]([Pd]([P](C2C=CC=CC=2)(C2C=CC=CC=2)C2C=CC=CC=2)([P](C2C=CC=CC=2)(C2C=CC=CC=2)C2C=CC=CC=2)[P](C2C=CC=CC=2)(C2C=CC=CC=2)C2C=CC=CC=2)(C2C=CC=CC=2)C2C=CC=CC=2)=CC=1.C(#N)C. The product is [Cl:17][C:6]1[CH:5]=[N:4][CH:3]=[C:2]([C:20]2[NH:19][N:18]=[CH:22][CH:21]=2)[C:7]=1[N:8]1[CH2:13][CH2:12][CH:11]([C:14]([NH2:16])=[O:15])[CH2:10][CH2:9]1. The yield is 0.670. (6) The reactants are [NH2:1][C:2]1[N:3]=[CH:4][C:5]([C:17]2[N:21]([CH3:22])[N:20]=[C:19]([CH:23]3[CH2:28][CH2:27][N:26](C(OC(C)(C)C)=O)[CH2:25][CH2:24]3)[N:18]=2)=[N:6][C:7]=1[C:8]1[O:9][C:10]([C:13]([CH3:16])([CH3:15])[CH3:14])=[N:11][N:12]=1. The catalyst is C(O)(C(F)(F)F)=O.C(Cl)Cl. The product is [C:13]([C:10]1[O:9][C:8]([C:7]2[C:2]([NH2:1])=[N:3][CH:4]=[C:5]([C:17]3[N:21]([CH3:22])[N:20]=[C:19]([CH:23]4[CH2:24][CH2:25][NH:26][CH2:27][CH2:28]4)[N:18]=3)[N:6]=2)=[N:12][N:11]=1)([CH3:16])([CH3:14])[CH3:15]. The yield is 0.860. (7) The reactants are Br[C:2]1[CH:16]=[C:15]([CH2:17][N:18]([CH3:30])[S:19]([C:22]2[CH:27]=[CH:26][C:25]([F:28])=[C:24]([Cl:29])[CH:23]=2)(=[O:21])=[O:20])[CH:14]=[CH:13][C:3]=1[O:4][CH2:5][C:6]([O:8][C:9]([CH3:12])([CH3:11])[CH3:10])=[O:7].[F:31][C:32]1[CH:33]=[C:34](B(O)O)[CH:35]=[C:36]([O:38][CH3:39])[CH:37]=1.C(=O)([O-])[O-].[K+].[K+]. The catalyst is O1CCOCC1.O. The product is [F:31][C:32]1[CH:33]=[C:34]([C:2]2[CH:16]=[C:15]([CH2:17][N:18]([CH3:30])[S:19]([C:22]3[CH:27]=[CH:26][C:25]([F:28])=[C:24]([Cl:29])[CH:23]=3)(=[O:21])=[O:20])[CH:14]=[CH:13][C:3]=2[O:4][CH2:5][C:6]([O:8][C:9]([CH3:12])([CH3:11])[CH3:10])=[O:7])[CH:35]=[C:36]([O:38][CH3:39])[CH:37]=1. The yield is 0.410.